This data is from Catalyst prediction with 721,799 reactions and 888 catalyst types from USPTO. The task is: Predict which catalyst facilitates the given reaction. (1) Reactant: [CH3:1][S:2]([C:5]1[CH:6]=[C:7]([CH:11]=[CH:12][CH:13]=1)[C:8](O)=[O:9])(=[O:4])=[O:3].[H-].[H-].[H-].[H-].[Li+].[Al+3]. Product: [CH3:1][S:2]([C:5]1[CH:6]=[C:7]([CH2:8][OH:9])[CH:11]=[CH:12][CH:13]=1)(=[O:3])=[O:4]. The catalyst class is: 332. (2) Reactant: [Br:1][C:2]1[CH:29]=[CH:28][C:5]([O:6][C:7]2[CH:12]=[CH:11][C:10]([C:13]3([N:22]4[CH2:27][CH2:26][NH:25][CH2:24][CH2:23]4)[C:18](=[O:19])[NH:17][C:16](=[O:20])[NH:15][C:14]3=[O:21])=[CH:9][CH:8]=2)=[CH:4][CH:3]=1.ClCCl.[Cl:33][CH2:34][C:35](Cl)=[O:36]. Product: [Br:1][C:2]1[CH:29]=[CH:28][C:5]([O:6][C:7]2[CH:12]=[CH:11][C:10]([C:13]3([N:22]4[CH2:23][CH2:24][N:25]([C:35](=[O:36])[CH2:34][Cl:33])[CH2:26][CH2:27]4)[C:14](=[O:21])[NH:15][C:16](=[O:20])[NH:17][C:18]3=[O:19])=[CH:9][CH:8]=2)=[CH:4][CH:3]=1. The catalyst class is: 66. (3) Product: [CH3:40][C:38]1[S:39][C:35]([CH2:34][N:27]2[CH2:28][CH2:29][CH:24]([N:11]3[CH:10]=[N:9][C:8]4[C:12]3=[N:13][C:14]([C:16]3[CH:17]=[C:18]([CH2:22][OH:23])[CH:19]=[CH:20][CH:21]=3)=[N:15][C:7]=4[N:1]3[CH2:6][CH2:5][O:4][CH2:3][CH2:2]3)[CH2:25][CH2:26]2)=[CH:36][CH:37]=1. Reactant: [N:1]1([C:7]2[N:15]=[C:14]([C:16]3[CH:17]=[C:18]([CH2:22][OH:23])[CH:19]=[CH:20][CH:21]=3)[N:13]=[C:12]3[C:8]=2[N:9]=[CH:10][N:11]3[CH:24]2[CH2:29][CH2:28][NH:27][CH2:26][CH2:25]2)[CH2:6][CH2:5][O:4][CH2:3][CH2:2]1.[BH3-]C#N.[Na+].[CH3:34][C:35]1[S:39][C:38]([CH:40]=O)=[CH:37][CH:36]=1. The catalyst class is: 466. (4) Reactant: [C:1]([C:5]1[CH:10]=[CH:9][C:8]([C:11]2[N:12]=[C:13]3[CH:18]=[CH:17][CH:16]=[C:15]([N:19]4[CH2:24][CH2:23][NH:22][CH2:21][CH2:20]4)[N:14]3[CH:25]=2)=[CH:7][CH:6]=1)([CH3:4])([CH3:3])[CH3:2].Br[CH2:27][C:28]1[CH:29]=[C:30]2[C:35](=[CH:36][CH:37]=1)[N:34]=[CH:33][CH:32]=[N:31]2.C(N(C(C)C)CC)(C)C. Product: [C:1]([C:5]1[CH:10]=[CH:9][C:8]([C:11]2[N:12]=[C:13]3[CH:18]=[CH:17][CH:16]=[C:15]([N:19]4[CH2:24][CH2:23][N:22]([CH2:27][C:28]5[CH:29]=[C:30]6[C:35](=[CH:36][CH:37]=5)[N:34]=[CH:33][CH:32]=[N:31]6)[CH2:21][CH2:20]4)[N:14]3[CH:25]=2)=[CH:7][CH:6]=1)([CH3:4])([CH3:2])[CH3:3]. The catalyst class is: 148. (5) Reactant: [Cl:1][C:2]1[CH:7]=[CH:6][C:5]([CH:8]([C@@H:12]([CH3:17])[C:13]([F:16])([F:15])[F:14])[C:9](O)=[O:10])=[C:4]([F:18])[CH:3]=1.CN(C=O)C.C(Cl)(=O)C([Cl:27])=O. Product: [Cl:1][C:2]1[CH:7]=[CH:6][C:5]([CH:8]([C@@H:12]([CH3:17])[C:13]([F:16])([F:15])[F:14])[C:9]([Cl:27])=[O:10])=[C:4]([F:18])[CH:3]=1. The catalyst class is: 4.